Dataset: Full USPTO retrosynthesis dataset with 1.9M reactions from patents (1976-2016). Task: Predict the reactants needed to synthesize the given product. (1) Given the product [Cl:1][C:2]1[CH:3]=[CH:4][C:5]([C:8]2[N:9]=[C:10]3[C:24](=[O:25])[N:26]([CH2:27][C:28]4[CH:33]=[CH:32][C:31]([F:34])=[CH:30][CH:29]=4)[C:21](=[O:23])[C:11]3=[N:12][C:13]=2[C:14]2[CH:19]=[CH:18][C:17]([Cl:20])=[CH:16][CH:15]=2)=[CH:6][CH:7]=1, predict the reactants needed to synthesize it. The reactants are: [Cl:1][C:2]1[CH:7]=[CH:6][C:5]([C:8]2[N:9]=[C:10]([C:24]([NH:26][CH2:27][C:28]3[CH:33]=[CH:32][C:31]([F:34])=[CH:30][CH:29]=3)=[O:25])[C:11]([C:21]([OH:23])=O)=[N:12][C:13]=2[C:14]2[CH:19]=[CH:18][C:17]([Cl:20])=[CH:16][CH:15]=2)=[CH:4][CH:3]=1.CN(C=O)C.C(Cl)(=O)C(Cl)=O. (2) Given the product [F:19][C:20]1[CH:25]=[CH:24][C:23]([OH:26])=[CH:22][C:21]=1[C:2]1[CH:7]=[CH:6][N:5]=[C:4]([C@H:8]2[CH2:12][CH2:11][C@@:10]3([CH2:16][CH2:15][N:14]([CH3:17])[C:13]3=[O:18])[NH:9]2)[CH:3]=1, predict the reactants needed to synthesize it. The reactants are: Br[C:2]1[CH:7]=[CH:6][N:5]=[C:4]([C@H:8]2[CH2:12][CH2:11][C@@:10]3([CH2:16][CH2:15][N:14]([CH3:17])[C:13]3=[O:18])[NH:9]2)[CH:3]=1.[F:19][C:20]1[CH:25]=[CH:24][C:23]([OH:26])=[CH:22][C:21]=1B(O)O.C(=O)([O-])[O-].[Na+].[Na+]. (3) The reactants are: [S:1]1[C:5](B(O)O)=[CH:4][C:3]2[CH:9]=[CH:10][CH:11]=[CH:12][C:2]1=2.Cl[C:14]1[N:19]=[C:18](Cl)[C:17]([CH3:21])=[CH:16][N:15]=1.[NH2:22][CH:23]1[CH2:28][C:27]([CH3:30])([CH3:29])[NH:26][C:25]([CH3:32])([CH3:31])[CH2:24]1. Given the product [S:1]1[C:5]([C:16]2[C:17]([CH3:21])=[CH:18][N:19]=[C:14]([NH:22][CH:23]3[CH2:24][C:25]([CH3:32])([CH3:31])[NH:26][C:27]([CH3:30])([CH3:29])[CH2:28]3)[N:15]=2)=[CH:4][C:3]2[CH:9]=[CH:10][CH:11]=[CH:12][C:2]1=2, predict the reactants needed to synthesize it. (4) Given the product [O-:13][P:12]([O:15][P:16]([O-:19])([O-:18])=[O:17])(=[O:11])[O-:14].[CH2:33]([NH+:28]([CH2:24][CH2:25][CH2:26][CH3:27])[CH2:29][CH2:30][CH2:31][CH3:32])[CH2:34][CH2:35][CH3:36].[CH2:33]([NH+:28]([CH2:24][CH2:25][CH2:26][CH3:27])[CH2:29][CH2:30][CH2:31][CH3:32])[CH2:34][CH2:35][CH3:36].[CH2:33]([NH+:28]([CH2:24][CH2:25][CH2:26][CH3:27])[CH2:29][CH2:30][CH2:31][CH3:32])[CH2:34][CH2:35][CH3:36].[CH2:33]([NH+:28]([CH2:24][CH2:25][CH2:26][CH3:27])[CH2:29][CH2:30][CH2:31][CH3:32])[CH2:34][CH2:35][CH3:36], predict the reactants needed to synthesize it. The reactants are: O.O.O.O.O.O.O.O.O.O.[O-:11][P:12]([O:15][P:16]([O-:19])([O-:18])=[O:17])(=[O:14])[O-:13].[Na+].[Na+].[Na+].[Na+].[CH2:24]([N:28]([CH2:33][CH2:34][CH2:35][CH3:36])[CH2:29][CH2:30][CH2:31][CH3:32])[CH2:25][CH2:26][CH3:27]. (5) Given the product [Br:7][C:8]1[CH:9]=[C:10]([CH2:11][OH:12])[CH:14]=[C:15]([F:17])[CH:16]=1, predict the reactants needed to synthesize it. The reactants are: B.C1COCC1.[Br:7][C:8]1[CH:9]=[C:10]([CH:14]=[C:15]([F:17])[CH:16]=1)[C:11](O)=[O:12].C([O-])([O-])=O.[Na+].[Na+]. (6) Given the product [CH2:7]([S:8][C:16]1[N:24]=[CH:23][C:22]([N+:25]([O-:27])=[O:26])=[CH:21][C:17]=1[C:18]([OH:20])=[O:19])[C:1]1[CH:6]=[CH:5][CH:4]=[CH:3][CH:2]=1, predict the reactants needed to synthesize it. The reactants are: [C:1]1([CH2:7][SH:8])[CH:6]=[CH:5][CH:4]=[CH:3][CH:2]=1.C(=O)([O-])[O-].[K+].[K+].Cl[C:16]1[N:24]=[CH:23][C:22]([N+:25]([O-:27])=[O:26])=[CH:21][C:17]=1[C:18]([OH:20])=[O:19].